This data is from Full USPTO retrosynthesis dataset with 1.9M reactions from patents (1976-2016). The task is: Predict the reactants needed to synthesize the given product. (1) Given the product [F:8][C:7]1[CH:6]=[C:5]([N:9]2[CH:13]=[CH:12][CH:11]=[N:10]2)[C:4]([F:14])=[CH:3][C:2]=1[OH:15], predict the reactants needed to synthesize it. The reactants are: Br[C:2]1[C:7]([F:8])=[CH:6][C:5]([N:9]2[CH:13]=[CH:12][CH:11]=[N:10]2)=[C:4]([F:14])[CH:3]=1.[OH-:15].[K+]. (2) The reactants are: [CH:1]1([CH2:4][S:5][CH:6]2[CH2:11][CH2:10][CH:9]([C:12]#[N:13])[CH2:8][CH2:7]2)[CH2:3][CH2:2]1.[CH:14]1([CH2:17]Br)[CH2:16][CH2:15]1.C[Si](C)(C)[N-][Si](C)(C)C.[Na+]. Given the product [CH:14]1([CH2:17][C:9]2([C:12]#[N:13])[CH2:10][CH2:11][CH:6]([S:5][CH2:4][CH:1]3[CH2:2][CH2:3]3)[CH2:7][CH2:8]2)[CH2:16][CH2:15]1, predict the reactants needed to synthesize it. (3) Given the product [Cl:24][C:20]1[CH:21]=[CH:22][CH:23]=[C:18]([Cl:17])[C:19]=1[C:25]1[C:29]([CH2:30][O:31][C:32]2[CH:33]=[CH:34][C:35]([C:2]3[CH:3]=[C:4]4[C:9](=[CH:10][CH:11]=3)[C:8]([C:12]([O:14][CH2:15][CH3:16])=[O:13])=[N:7][CH:6]=[CH:5]4)=[CH:36][CH:37]=2)=[C:28]([CH:47]([CH3:49])[CH3:48])[O:27][N:26]=1, predict the reactants needed to synthesize it. The reactants are: Br[C:2]1[CH:3]=[C:4]2[C:9](=[CH:10][CH:11]=1)[C:8]([C:12]([O:14][CH2:15][CH3:16])=[O:13])=[N:7][CH:6]=[CH:5]2.[Cl:17][C:18]1[CH:23]=[CH:22][CH:21]=[C:20]([Cl:24])[C:19]=1[C:25]1[C:29]([CH2:30][O:31][C:32]2[CH:37]=[CH:36][C:35](B3OC(C)(C)C(C)(C)O3)=[CH:34][CH:33]=2)=[C:28]([CH:47]([CH3:49])[CH3:48])[O:27][N:26]=1.C1(P(C2C=CC=CC=2)C2C=CC=CC=2)C=CC=CC=1.P([O-])([O-])([O-])=O.[K+].[K+].[K+]. (4) Given the product [C:2]([N:5]1[CH2:10][CH2:9][CH:8]([NH:11][C:19]([O:21][C:22]2[CH:27]=[CH:26][C:25]([F:28])=[CH:24][CH:23]=2)=[O:20])[CH2:7][CH2:6]1)(=[O:4])[CH3:3], predict the reactants needed to synthesize it. The reactants are: Cl.[C:2]([N:5]1[CH2:10][CH2:9][CH:8]([NH2:11])[CH2:7][CH2:6]1)(=[O:4])[CH3:3].N1C=CC=CC=1.Cl[C:19]([O:21][C:22]1[CH:27]=[CH:26][C:25]([F:28])=[CH:24][CH:23]=1)=[O:20].O. (5) Given the product [C:3]([C:5]1[CH:6]=[CH:7][C:8]([C@H:11]2[C@H:16]([O:17][Si:18]([CH:22]([CH3:24])[CH3:23])([CH:19]([CH3:21])[CH3:20])[CH:25]([CH3:27])[CH3:26])[CH2:15][N:14]([C:28]([O:30][CH2:31][C:32]3[CH:37]=[CH:36][CH:35]=[CH:34][CH:33]=3)=[O:29])[CH2:13][C@@H:12]2[O:38][CH2:39][C:40]2[CH:41]=[CH:42][C:43]3[O:48][CH2:47][C:46](=[O:49])[N:45]([CH2:50][CH2:51][CH2:52][O:53][CH3:54])[C:44]=3[CH:55]=2)=[CH:9][CH:10]=1)([OH:4])=[O:2], predict the reactants needed to synthesize it. The reactants are: C[O:2][C:3]([C:5]1[CH:10]=[CH:9][C:8]([C@H:11]2[C@H:16]([O:17][Si:18]([CH:25]([CH3:27])[CH3:26])([CH:22]([CH3:24])[CH3:23])[CH:19]([CH3:21])[CH3:20])[CH2:15][N:14]([C:28]([O:30][CH2:31][C:32]3[CH:37]=[CH:36][CH:35]=[CH:34][CH:33]=3)=[O:29])[CH2:13][C@@H:12]2[O:38][CH2:39][C:40]2[CH:41]=[CH:42][C:43]3[O:48][CH2:47][C:46](=[O:49])[N:45]([CH2:50][CH2:51][CH2:52][O:53][CH3:54])[C:44]=3[CH:55]=2)=[CH:7][CH:6]=1)=[O:4].Cl. (6) Given the product [I:1][C:2]1[C:6]([CH2:7][N:26]([CH3:27])[CH2:25][CH2:24][N:16]([CH3:15])[C:17](=[O:23])[O:18][C:19]([CH3:20])([CH3:21])[CH3:22])=[CH:5][N:4]([CH:9]2[CH2:14][CH2:13][CH2:12][CH2:11][O:10]2)[N:3]=1, predict the reactants needed to synthesize it. The reactants are: [I:1][C:2]1[C:6]([CH:7]=O)=[CH:5][N:4]([CH:9]2[CH2:14][CH2:13][CH2:12][CH2:11][O:10]2)[N:3]=1.[CH3:15][N:16]([CH2:24][CH2:25][NH:26][CH3:27])[C:17](=[O:23])[O:18][C:19]([CH3:22])([CH3:21])[CH3:20].[BH-](OC(C)=O)(OC(C)=O)OC(C)=O.[Na+].